This data is from Forward reaction prediction with 1.9M reactions from USPTO patents (1976-2016). The task is: Predict the product of the given reaction. (1) Given the reactants [C:1]([C:4]1[CH:12]=[CH:11][C:7]([C:8]([OH:10])=[O:9])=[CH:6][CH:5]=1)(=O)[CH3:2].O.[C:14]([OH:18])(=O)[CH:15]=O.[CH3:19][NH:20][NH2:21], predict the reaction product. The product is: [CH3:19][N:20]1[C:14](=[O:18])[CH:15]=[CH:2][C:1]([C:4]2[CH:12]=[CH:11][C:7]([C:8]([OH:10])=[O:9])=[CH:6][CH:5]=2)=[N:21]1. (2) Given the reactants [CH3:1][C:2]1[CH:3]=[C:4]([CH:7]=[CH:8][C:9]=1[O:10][C:11]1[CH:16]=[CH:15][C:14]([N+:17]([O-:19])=[O:18])=[CH:13][N:12]=1)[CH:5]=O.[S:20]1[CH2:24][C:23](=[O:25])[NH:22][C:21]1=[O:26].C(O)(=O)C.N1CCCCC1, predict the reaction product. The product is: [CH3:1][C:2]1[CH:3]=[C:4]([CH:7]=[CH:8][C:9]=1[O:10][C:11]1[CH:16]=[CH:15][C:14]([N+:17]([O-:19])=[O:18])=[CH:13][N:12]=1)[CH:5]=[C:24]1[S:20][C:21](=[O:26])[NH:22][C:23]1=[O:25]. (3) Given the reactants [NH2:1][C:2]1[CH:10]=[C:9]([F:11])[CH:8]=[C:7]([F:12])[C:3]=1[C:4]([NH2:6])=[O:5].[CH2:13]([O:20][C:21]1[C:28]([CH3:29])=[CH:27][C:24]([CH:25]=O)=[CH:23][C:22]=1[CH3:30])[C:14]1[CH:19]=[CH:18][CH:17]=[CH:16][CH:15]=1.OS([O-])=O.[Na+].C1(C)C=CC(S(O)(=O)=O)=CC=1, predict the reaction product. The product is: [CH2:13]([O:20][C:21]1[C:22]([CH3:30])=[CH:23][C:24]([C:25]2[NH:6][C:4](=[O:5])[C:3]3[C:2](=[CH:10][C:9]([F:11])=[CH:8][C:7]=3[F:12])[N:1]=2)=[CH:27][C:28]=1[CH3:29])[C:14]1[CH:15]=[CH:16][CH:17]=[CH:18][CH:19]=1. (4) Given the reactants [NH2:1][C:2]1[CH:7]=[CH:6][C:5]([Cl:8])=[CH:4][C:3]=1[OH:9].[C:10]([Si:14](Cl)([C:21]1[CH:26]=[CH:25][CH:24]=[CH:23][CH:22]=1)[C:15]1[CH:20]=[CH:19][CH:18]=[CH:17][CH:16]=1)([CH3:13])([CH3:12])[CH3:11].N1C=CN=C1, predict the reaction product. The product is: [C:10]([Si:14]([C:21]1[CH:26]=[CH:25][CH:24]=[CH:23][CH:22]=1)([C:15]1[CH:16]=[CH:17][CH:18]=[CH:19][CH:20]=1)[O:9][C:3]1[CH:4]=[C:5]([Cl:8])[CH:6]=[CH:7][C:2]=1[NH2:1])([CH3:13])([CH3:11])[CH3:12]. (5) Given the reactants Br[C:2]1[N:3]=[C:4]([CH:14]2[CH2:19][CH2:18][N:17]([C:20]([O:22][C:23]([CH3:26])([CH3:25])[CH3:24])=[O:21])[CH2:16][CH2:15]2)[N:5]([CH2:7][CH2:8][N:9]2[CH2:13][CH2:12][CH2:11][CH2:10]2)[CH:6]=1.P([O-])([O-])([O-])=O.[K+].[K+].[K+].[CH:35]1(P(C2CCCCC2)C2C=CC=CC=2C2C(OC)=CC=CC=2OC)CCCC[CH2:36]1.CC1(C)C(C)(C)OB(C=C)O1, predict the reaction product. The product is: [N:9]1([CH2:8][CH2:7][N:5]2[CH:6]=[C:2]([CH:35]=[CH2:36])[N:3]=[C:4]2[CH:14]2[CH2:19][CH2:18][N:17]([C:20]([O:22][C:23]([CH3:26])([CH3:25])[CH3:24])=[O:21])[CH2:16][CH2:15]2)[CH2:13][CH2:12][CH2:11][CH2:10]1. (6) Given the reactants [Br:1][C:2]1[CH:14]=[N:13][C:12]2[C:11]3[C:10](F)=[CH:9][CH:8]=[C:7]([S:16]([CH3:19])(=[O:18])=[O:17])[C:6]=3[NH:5][C:4]=2[CH:3]=1.[F:20][C:21]([F:25])(C)[CH2:22][OH:23].CC([O-])(C)C.[K+], predict the reaction product. The product is: [Br:1][C:2]1[CH:14]=[N:13][C:12]2[C:11]3[C:10]([O:23][CH2:22][CH:21]([F:25])[F:20])=[CH:9][CH:8]=[C:7]([S:16]([CH3:19])(=[O:18])=[O:17])[C:6]=3[NH:5][C:4]=2[CH:3]=1. (7) The product is: [F:25][C:23]1[CH:22]=[CH:21][C:20]([N+:26]([O-:28])=[O:27])=[C:19]([NH:11][C:12]2[N:17]=[CH:16][CH:15]=[CH:14][N:13]=2)[CH:24]=1. Given the reactants [Li+].C[Si]([N-][Si](C)(C)C)(C)C.[NH2:11][C:12]1[N:17]=[CH:16][CH:15]=[CH:14][N:13]=1.F[C:19]1[CH:24]=[C:23]([F:25])[CH:22]=[CH:21][C:20]=1[N+:26]([O-:28])=[O:27], predict the reaction product.